Task: Predict the reactants needed to synthesize the given product.. Dataset: Full USPTO retrosynthesis dataset with 1.9M reactions from patents (1976-2016) (1) Given the product [CH3:30][O:29][C:16]1([C:14](=[O:15])[CH2:13][C:12](=[O:11])[CH2:31][CH3:32])[CH2:17][CH2:18][N:19]([C:22]([O:24][C:25]([CH3:27])([CH3:26])[CH3:28])=[O:23])[CH2:20][CH2:21]1, predict the reactants needed to synthesize it. The reactants are: C(Cl)(=O)C(Cl)=O.CS(C)=O.[OH:11][CH:12]([CH2:31][CH3:32])[CH2:13][C:14]([C:16]1([O:29][CH3:30])[CH2:21][CH2:20][N:19]([C:22]([O:24][C:25]([CH3:28])([CH3:27])[CH3:26])=[O:23])[CH2:18][CH2:17]1)=[O:15].C(N(CC)CC)C. (2) Given the product [CH3:1][C@H:2]1[O:7][C@@H:6]([CH3:8])[CH2:5][N:4]([C:9]2[C:16]([F:17])=[CH:15][C:14]([C:18]#[C:19][C:21]3[N:22]([CH3:26])[CH:23]=[CH:24][N:25]=3)=[CH:13][C:10]=2[CH:11]=[O:12])[CH2:3]1, predict the reactants needed to synthesize it. The reactants are: [CH3:1][C@@H:2]1[O:7][C@H:6]([CH3:8])[CH2:5][N:4]([C:9]2[C:16]([F:17])=[CH:15][C:14]([C:18]#[CH:19])=[CH:13][C:10]=2[CH:11]=[O:12])[CH2:3]1.Br[C:21]1[N:22]([CH3:26])[CH:23]=[CH:24][N:25]=1. (3) Given the product [Cl:16][C:5]1[CH:4]=[CH:3][C:2]([C:18]2[CH:19]=[CH:20][CH:21]=[CH:22][C:17]=2[CH3:26])=[C:10]2[C:6]=1[CH:7]=[C:8]([C:11]([O:13][CH2:14][CH3:15])=[O:12])[NH:9]2, predict the reactants needed to synthesize it. The reactants are: Br[C:2]1[CH:3]=[CH:4][C:5]([Cl:16])=[C:6]2[C:10]=1[NH:9][C:8]([C:11]([O:13][CH2:14][CH3:15])=[O:12])=[CH:7]2.[C:17]1([CH3:26])[CH:22]=[CH:21][CH:20]=[CH:19][C:18]=1B(O)O.[F-].[Cs+]. (4) Given the product [C:42]1([C:48]2[O:49][C:50]3[CH:56]=[CH:55][C:54]([NH:57][C:4](=[O:5])[CH2:3][C:2]([F:8])([F:7])[F:1])=[CH:53][C:51]=3[CH:52]=2)[CH:43]=[CH:44][CH:45]=[CH:46][CH:47]=1, predict the reactants needed to synthesize it. The reactants are: [F:1][C:2]([F:8])([F:7])[CH2:3][C:4](O)=[O:5].CN(C(ON1N=NC2C=CC=NC1=2)=[N+](C)C)C.F[P-](F)(F)(F)(F)F.C(N(C(C)C)CC)(C)C.[C:42]1([C:48]2[O:49][C:50]3[CH:56]=[CH:55][C:54]([NH2:57])=[CH:53][C:51]=3[CH:52]=2)[CH:47]=[CH:46][CH:45]=[CH:44][CH:43]=1. (5) Given the product [F:14]/[C:15](/[C:28]1[CH:32]=[C:31]([CH3:33])[N:30]([CH2:34][C:35]2[CH:36]=[CH:37][C:38]([CH3:41])=[CH:39][CH:40]=2)[N:29]=1)=[CH:10]\[C:9]1[CH:12]=[CH:13][C:6]([S:5][C:2]([F:4])([F:3])[F:1])=[CH:7][CH:8]=1, predict the reactants needed to synthesize it. The reactants are: [F:1][C:2]([S:5][C:6]1[CH:13]=[CH:12][C:9]([CH:10]=O)=[CH:8][CH:7]=1)([F:4])[F:3].[F:14][CH:15]([C:28]1[CH:32]=[C:31]([CH3:33])[N:30]([CH2:34][C:35]2[CH:40]=[CH:39][C:38]([CH3:41])=[CH:37][CH:36]=2)[N:29]=1)S(C1SC2C=CC=CC=2N=1)(=O)=O.C[Si](C)(C)[N-][Si](C)(C)C.[Li+].[Cl-].[NH4+]. (6) Given the product [CH2:1]([O:8][C:9](=[O:10])[NH:11][CH2:12][C:13](=[O:15])[NH:18][CH:22]1[CH2:23][CH2:24][CH2:25][CH2:26][CH2:21]1)[C:2]1[CH:3]=[CH:4][CH:5]=[CH:6][CH:7]=1, predict the reactants needed to synthesize it. The reactants are: [CH2:1]([O:8][C:9]([NH:11][CH2:12][C:13]([OH:15])=O)=[O:10])[C:2]1[CH:7]=[CH:6][CH:5]=[CH:4][CH:3]=1.O.O[N:18]1[C:22]2[CH:23]=[CH:24][CH:25]=[CH:26][C:21]=2N=N1.C1(N)CCCCC1.Cl.CN(C)CCCN=C=NCC.